This data is from Forward reaction prediction with 1.9M reactions from USPTO patents (1976-2016). The task is: Predict the product of the given reaction. (1) Given the reactants C(O[BH-](OC(=O)C)OC(=O)C)(=O)C.[Na+].[CH3:15][O:16][C:17]1[C:22]([CH3:23])=[CH:21][N:20]=[C:19]([CH2:24][N:25]2[N:53]=[C:29]3[CH2:30][C:31](=O)[C:32]4[CH2:33][S:34][N:35]=[C:36]([N:37](C(OC(C)(C)C)=O)C(OC(C)(C)C)=O)[C:27]([C:28]=43)=[N:26]2)[C:18]=1[CH3:54].[Cl:55]C(Cl)C.[CH3:59][NH2:60].[OH-].[Na+], predict the reaction product. The product is: [ClH:55].[CH3:15][O:16][C:17]1[C:22]([CH3:23])=[CH:21][N:20]=[C:19]([CH2:24][N:25]2[N:53]=[C:29]3[CH2:30][CH:31]([NH:60][CH3:59])[C:32]4[CH2:33][S:34][N:35]=[C:36]([NH2:37])[C:27]([C:28]=43)=[N:26]2)[C:18]=1[CH3:54]. (2) Given the reactants [Cl:1][C:2]1[C:7]([C:8]#[N:9])=[CH:6][C:5]([C:10]2[C:19]3[C:14](=[CH:15][C:16]([S:20](OC4C(F)=C(F)C(F)=C(F)C=4F)(=[O:22])=[O:21])=[CH:17][CH:18]=3)[CH:13]=[CH:12][N:11]=2)=[C:4]([O:35][CH3:36])[CH:3]=1.[NH2:37][C:38]1[N:43]=[CH:42][C:41]([F:44])=[CH:40][N:39]=1.C1COCC1.C[Si]([N-][Si](C)(C)C)(C)C.[Li+], predict the reaction product. The product is: [Cl:1][C:2]1[C:7]([C:8]#[N:9])=[CH:6][C:5]([C:10]2[C:19]3[C:14](=[CH:15][C:16]([S:20]([NH:37][C:38]4[N:43]=[CH:42][C:41]([F:44])=[CH:40][N:39]=4)(=[O:22])=[O:21])=[CH:17][CH:18]=3)[CH:13]=[CH:12][N:11]=2)=[C:4]([O:35][CH3:36])[CH:3]=1. (3) Given the reactants [F:1][C:2]1[CH:3]=[C:4]([S:9]([C:12]2[CH:13]=[C:14]3[C:18](=[CH:19][CH:20]=2)[N:17]([C:21]([C:34]2[CH:39]=[CH:38][CH:37]=[CH:36][CH:35]=2)([C:28]2[CH:33]=[CH:32][CH:31]=[CH:30][CH:29]=2)[C:22]2[CH:27]=[CH:26][CH:25]=[CH:24][CH:23]=2)[N:16]=[C:15]3[NH:40][C:41](=[O:51])[C:42]2[CH:50]=[CH:49][C:45]([C:46](O)=[O:47])=[CH:44][CH:43]=2)(=[O:11])=[O:10])[CH:5]=[C:6]([F:8])[CH:7]=1.Cl.C(N=C=NCCCN(C)C)C.ON1C2C=CC=CC=2N=N1.[N:74]1([CH:79]2[CH2:84][CH2:83][NH:82][CH2:81][CH2:80]2)[CH2:78][CH2:77][CH2:76][CH2:75]1, predict the reaction product. The product is: [F:1][C:2]1[CH:3]=[C:4]([S:9]([C:12]2[CH:13]=[C:14]3[C:18](=[CH:19][CH:20]=2)[N:17]([C:21]([C:28]2[CH:29]=[CH:30][CH:31]=[CH:32][CH:33]=2)([C:22]2[CH:27]=[CH:26][CH:25]=[CH:24][CH:23]=2)[C:34]2[CH:39]=[CH:38][CH:37]=[CH:36][CH:35]=2)[N:16]=[C:15]3[NH:40][C:41](=[O:51])[C:42]2[CH:50]=[CH:49][C:45]([C:46]([N:82]3[CH2:83][CH2:84][CH:79]([N:74]4[CH2:78][CH2:77][CH2:76][CH2:75]4)[CH2:80][CH2:81]3)=[O:47])=[CH:44][CH:43]=2)(=[O:10])=[O:11])[CH:5]=[C:6]([F:8])[CH:7]=1. (4) Given the reactants [Br:1][C:2]1[N:7]=[C:6]([NH2:8])[CH:5]=[CH:4][C:3]=1[O:9][CH3:10].CCN(CC)CC.[F:18][C:19]1([F:34])[O:23][C:22]2[CH:24]=[CH:25][C:26]([C:28]3([C:31](Cl)=[O:32])[CH2:30][CH2:29]3)=[CH:27][C:21]=2[O:20]1, predict the reaction product. The product is: [Br:1][C:2]1[N:7]=[C:6]([NH:8][C:31]([C:28]2([C:26]3[CH:25]=[CH:24][C:22]4[O:23][C:19]([F:34])([F:18])[O:20][C:21]=4[CH:27]=3)[CH2:30][CH2:29]2)=[O:32])[CH:5]=[CH:4][C:3]=1[O:9][CH3:10]. (5) Given the reactants [Br:1][C:2]1[CH:7]=[C:6]([O:8][CH3:9])[CH:5]=[CH:4][C:3]=1[C:10](=[O:12])[CH3:11].[CH3:13][Mg+].[Br-].[Cl-].[NH4+], predict the reaction product. The product is: [Br:1][C:2]1[CH:7]=[C:6]([O:8][CH3:9])[CH:5]=[CH:4][C:3]=1[C:10]([OH:12])([CH3:13])[CH3:11].